Predict the reactants needed to synthesize the given product. From a dataset of Full USPTO retrosynthesis dataset with 1.9M reactions from patents (1976-2016). (1) The reactants are: Cl[C:2]1[C:26]([N+:27]([O-:29])=[O:28])=[CH:25][C:5]([C:6]([N:8]([CH:22]([CH3:24])[CH3:23])[C@@H:9]2[CH2:14][CH2:13][CH2:12][N:11]([C:15]([O:17][C:18]([CH3:21])([CH3:20])[CH3:19])=[O:16])[CH2:10]2)=[O:7])=[C:4]([CH3:30])[CH:3]=1.C(=O)([O-])[O-].[K+].[K+].[Br-].[Mg+2].[Br-].[S-2:40].[Li+].[Li+].Br[C:44]([CH3:57])([CH3:56])[C:45]([O:47][CH2:48][CH2:49][CH2:50][CH2:51][CH2:52][CH2:53][CH2:54][CH3:55])=[O:46]. Given the product [CH3:56][C:44]([S:40][C:2]1[C:26]([N+:27]([O-:29])=[O:28])=[CH:25][C:5]([C:6]([N:8]([CH:22]([CH3:24])[CH3:23])[C@@H:9]2[CH2:14][CH2:13][CH2:12][N:11]([C:15]([O:17][C:18]([CH3:21])([CH3:20])[CH3:19])=[O:16])[CH2:10]2)=[O:7])=[C:4]([CH3:30])[CH:3]=1)([CH3:57])[C:45]([O:47][CH2:48][CH2:49][CH2:50][CH2:51][CH2:52][CH2:53][CH2:54][CH3:55])=[O:46], predict the reactants needed to synthesize it. (2) Given the product [Cl:40][C:29]1[N:28]=[C:27]([C:18]2([S:21]([CH:24]3[CH2:25][CH2:26]3)(=[O:23])=[O:22])[CH2:19][CH2:20][N:15]([C:49]([O:51][C:52]([CH3:53])([CH3:54])[CH3:55])=[O:50])[CH2:16][CH2:17]2)[CH:32]=[C:31]([N:33]2[CH2:38][CH2:37][O:36][CH2:35][C@@H:34]2[CH3:39])[N:30]=1, predict the reactants needed to synthesize it. The reactants are: ClC(OC(Cl)C)=O.C([N:15]1[CH2:20][CH2:19][C:18]([C:27]2[CH:32]=[C:31]([N:33]3[CH2:38][CH2:37][O:36][CH2:35][C@@H:34]3[CH3:39])[N:30]=[C:29]([Cl:40])[N:28]=2)([S:21]([CH:24]2[CH2:26][CH2:25]2)(=[O:23])=[O:22])[CH2:17][CH2:16]1)C1C=CC=CC=1.[C:49](O[C:49]([O:51][C:52]([CH3:55])([CH3:54])[CH3:53])=[O:50])([O:51][C:52]([CH3:55])([CH3:54])[CH3:53])=[O:50].CCN(C(C)C)C(C)C. (3) Given the product [CH2:3]([O:10][C:11]([NH:13][C@H:14]([C:23]([OH:25])=[O:24])[CH2:15][C:16]1[CH:17]=[CH:18][C:19]([O:22][C:31]([O:30][C:27]([CH3:29])([CH3:28])[CH3:26])=[O:32])=[CH:20][CH:21]=1)=[O:12])[C:4]1[CH:9]=[CH:8][CH:7]=[CH:6][CH:5]=1, predict the reactants needed to synthesize it. The reactants are: [OH-].[K+].[CH2:3]([O:10][C:11]([NH:13][C@H:14]([C:23]([OH:25])=[O:24])[CH2:15][C:16]1[CH:21]=[CH:20][C:19]([OH:22])=[CH:18][CH:17]=1)=[O:12])[C:4]1[CH:9]=[CH:8][CH:7]=[CH:6][CH:5]=1.[CH3:26][C:27]([O:30][C:31](O[C:31]([O:30][C:27]([CH3:29])([CH3:28])[CH3:26])=[O:32])=[O:32])([CH3:29])[CH3:28]. (4) Given the product [Cl:1][C:2]1[C:3]([C:26]2[N:30]=[CH:29][N:28]([CH2:39][CH2:38][CH2:37][N:34]3[CH2:35][CH2:36][O:31][CH2:32][CH2:33]3)[N:27]=2)=[C:4]([NH:7][C:8](=[O:25])[CH2:9][N:10]2[C:19]3[C:14](=[CH:15][C:16]([C:20]([F:23])([F:22])[F:21])=[CH:17][CH:18]=3)[CH:13]=[CH:12][C:11]2=[O:24])[S:5][CH:6]=1, predict the reactants needed to synthesize it. The reactants are: [Cl:1][C:2]1[C:3]([C:26]2[N:30]=[CH:29][NH:28][N:27]=2)=[C:4]([NH:7][C:8](=[O:25])[CH2:9][N:10]2[C:19]3[C:14](=[CH:15][C:16]([C:20]([F:23])([F:22])[F:21])=[CH:17][CH:18]=3)[CH:13]=[CH:12][C:11]2=[O:24])[S:5][CH:6]=1.[O:31]1[CH2:36][CH2:35][N:34]([CH2:37][CH2:38][CH2:39]O)[CH2:33][CH2:32]1.